Dataset: Orexin1 receptor HTS with 218,158 compounds and 233 confirmed actives. Task: Binary Classification. Given a drug SMILES string, predict its activity (active/inactive) in a high-throughput screening assay against a specified biological target. (1) The drug is S=C(NCCc1ccccc1)Nc1c(ccc(F)c1)C. The result is 0 (inactive). (2) The molecule is Clc1c(cc(N2C(=O)C3C4CC(C3C2=O)CC4)cc1)C(=O)N1CCN(CC1)c1ccc(OC)cc1. The result is 0 (inactive). (3) The result is 0 (inactive). The drug is Brc1sc(S(=O)(=O)Nc2ccc(S(=O)(=O)N3CCCCC3)cc2)cc1.